Dataset: Forward reaction prediction with 1.9M reactions from USPTO patents (1976-2016). Task: Predict the product of the given reaction. (1) Given the reactants B(O)(O)[C@H]1N(C([C@@H](N)C(C)C)=O)CCC1.CS(O)(=O)=O.[CH3:21][N:22]([CH3:38])[CH2:23][C@H:24]([CH3:37])[C@@:25]([C:29]1[CH:34]=[CH:33][CH:32]=[C:31]([O:35][CH3:36])[CH:30]=1)([OH:28])[CH2:26][CH3:27].CN(C)C[C@@H](C)[C@](C1C=CC=C(OC)C=1)(O)CC.[ClH:57], predict the reaction product. The product is: [ClH:57].[CH3:38][N:22]([CH3:21])[CH2:23][C@H:24]([CH3:37])[C@@:25]([C:29]1[CH:34]=[CH:33][CH:32]=[C:31]([O:35][CH3:36])[CH:30]=1)([OH:28])[CH2:26][CH3:27]. (2) Given the reactants [CH3:1][O:2][C:3]1[CH:4]=[C:5]([CH:21]=[CH:22][C:23]=1[O:24][CH3:25])[CH2:6][CH:7]1[C:16]2[C:11](=[CH:12][C:13]([O:19][CH3:20])=[C:14]([O:17][CH3:18])[CH:15]=2)[CH2:10][CH2:9][NH:8]1.Br[CH2:27][C:28](Br)=[O:29].[Cl:31][C:32]1[CH:39]=[CH:38][CH:37]=[CH:36][C:33]=1[CH2:34][NH2:35], predict the reaction product. The product is: [CH3:1][O:2][C:3]1[CH:4]=[C:5]([CH:21]=[CH:22][C:23]=1[O:24][CH3:25])[CH2:6][CH:7]1[C:16]2[C:11](=[CH:12][C:13]([O:19][CH3:20])=[C:14]([O:17][CH3:18])[CH:15]=2)[CH2:10][CH2:9][N:8]1[CH2:27][C:28]([NH:35][CH2:34][C:33]1[CH:36]=[CH:37][CH:38]=[CH:39][C:32]=1[Cl:31])=[O:29]. (3) Given the reactants [CH3:1][C:2]1[CH:3]=[C:4]([CH2:30][C:31]([O:33]CC)=[O:32])[CH:5]=[CH:6][C:7]=1[N:8]1[C:16](=[O:17])[C:15]2[C:14]([O:18][CH2:19][CH2:20][CH3:21])=[C:13]3[CH:22]=[CH:23][CH:24]=[CH:25][C:12]3=[C:11]([O:26][CH2:27][CH2:28][CH3:29])[C:10]=2[CH2:9]1.[OH-].[Na+], predict the reaction product. The product is: [CH3:1][C:2]1[CH:3]=[C:4]([CH2:30][C:31]([OH:33])=[O:32])[CH:5]=[CH:6][C:7]=1[N:8]1[C:16](=[O:17])[C:15]2[C:14]([O:18][CH2:19][CH2:20][CH3:21])=[C:13]3[CH:22]=[CH:23][CH:24]=[CH:25][C:12]3=[C:11]([O:26][CH2:27][CH2:28][CH3:29])[C:10]=2[CH2:9]1. (4) Given the reactants [CH2:1]([SH:8])[C:2]1[CH:7]=[CH:6][CH:5]=[CH:4][CH:3]=1.[CH2:9]([O:11][C:12](=[O:19])[CH:13]=[C:14]([CH3:18])[CH2:15][CH2:16][CH3:17])[CH3:10], predict the reaction product. The product is: [CH2:9]([O:11][C:12](=[O:19])[CH2:13][C:14]([S:8][CH2:1][C:2]1[CH:7]=[CH:6][CH:5]=[CH:4][CH:3]=1)([CH3:18])[CH2:15][CH2:16][CH3:17])[CH3:10]. (5) The product is: [Br:30][C:28]1[CH:27]=[CH:26][C:25]([F:31])=[C:24]([C@@:13]2([NH:12][C:10]([NH:9][C:1](=[O:8])[C:2]3[CH:7]=[CH:6][CH:5]=[CH:4][CH:3]=3)=[S:11])[C@H:14]([CH2:22][OH:23])[CH2:15][C@H:16]([CH:19]3[CH2:20][CH2:21]3)[O:17][CH2:18]2)[CH:29]=1. Given the reactants [C:1]([N:9]=[C:10]=[S:11])(=[O:8])[C:2]1[CH:7]=[CH:6][CH:5]=[CH:4][CH:3]=1.[NH2:12][C@@:13]1([C:24]2[CH:29]=[C:28]([Br:30])[CH:27]=[CH:26][C:25]=2[F:31])[CH2:18][O:17][C@@H:16]([CH:19]2[CH2:21][CH2:20]2)[CH2:15][C@H:14]1[CH2:22][OH:23], predict the reaction product.